Dataset: Forward reaction prediction with 1.9M reactions from USPTO patents (1976-2016). Task: Predict the product of the given reaction. (1) Given the reactants OCC1C=CC(B(O)O)=CC=1.Br[C:13]1[C:17]2[N:18]=[CH:19][N:20]=[C:21]([N:22]3[CH2:27][CH2:26][N:25]([CH3:28])[CH2:24][CH2:23]3)[C:16]=2[S:15][CH:14]=1.CC1(C)C(C)(C)OB([C:37]2[CH:42]=[CH:41][C:40]([OH:43])=[CH:39][CH:38]=2)O1, predict the reaction product. The product is: [CH3:28][N:25]1[CH2:26][CH2:27][N:22]([C:21]2[C:16]3[S:15][CH:14]=[C:13]([C:37]4[CH:42]=[CH:41][C:40]([OH:43])=[CH:39][CH:38]=4)[C:17]=3[N:18]=[CH:19][N:20]=2)[CH2:23][CH2:24]1. (2) Given the reactants C=C(O[C:5](=[O:27])[NH:6][C:7]1[CH:12]=[C:11]([C:13]2[C:14]([CH3:24])=[N:15][C:16]3[C:21]([CH:22]=2)=[CH:20][N:19]=[C:18]([Cl:23])[CH:17]=3)[C:10]([CH3:25])=[CH:9][C:8]=1[F:26])C.Cl.[F:29][C:30]([F:35])([F:34])[CH2:31][CH2:32][NH2:33].CN1CCCC1.O, predict the reaction product. The product is: [Cl:23][C:18]1[CH:17]=[C:16]2[C:21]([CH:22]=[C:13]([C:11]3[C:10]([CH3:25])=[CH:9][C:8]([F:26])=[C:7]([NH:6][C:5]([NH:33][CH2:32][CH2:31][C:30]([F:35])([F:34])[F:29])=[O:27])[CH:12]=3)[C:14]([CH3:24])=[N:15]2)=[CH:20][N:19]=1.